From a dataset of HIV replication inhibition screening data with 41,000+ compounds from the AIDS Antiviral Screen. Binary Classification. Given a drug SMILES string, predict its activity (active/inactive) in a high-throughput screening assay against a specified biological target. The compound is CC(=O)Oc1ccc(O)c(O)c1CC=C(C)CCC=C(C)CCC=C(C)CCC=C(C)C. The result is 0 (inactive).